The task is: Predict the product of the given reaction.. This data is from Forward reaction prediction with 1.9M reactions from USPTO patents (1976-2016). (1) Given the reactants C(OC([N:8]1[CH2:13][CH2:12][N:11]([S:14]([C:17]2[NH:18][C:19]3[C:24]([CH:25]=2)=[CH:23][C:22]([Cl:26])=[CH:21][CH:20]=3)(=[O:16])=[O:15])[CH2:10][CH:9]1[CH2:27][C:28](O)=[O:29])=O)(C)(C)C.C(N1C=CN=C1)(N1C=CN=C1)=O.[C:43]1([S:49]([NH2:52])(=[O:51])=[O:50])[CH:48]=[CH:47][CH:46]=[CH:45][CH:44]=1.C1CCN2C(=NCCC2)CC1.[F:64][C:65]([F:70])([F:69])[C:66]([OH:68])=[O:67], predict the reaction product. The product is: [F:64][C:65]([F:70])([F:69])[C:66]([OH:68])=[O:67].[Cl:26][C:22]1[CH:23]=[C:24]2[C:19](=[CH:20][CH:21]=1)[NH:18][C:17]([S:14]([N:11]1[CH2:12][CH2:13][NH:8][CH:9]([CH2:27][C:28](=[O:29])[NH:52][S:49]([C:43]3[CH:48]=[CH:47][CH:46]=[CH:45][CH:44]=3)(=[O:51])=[O:50])[CH2:10]1)(=[O:15])=[O:16])=[CH:25]2. (2) Given the reactants I[C:2]1[CH:3]=[N:4][N:5]([CH3:19])[C:6]=1[CH2:7][CH2:8][C:9]1[CH:14]=[CH:13][C:12]([C:15]([F:18])([F:17])[F:16])=[CH:11][CH:10]=1.[NH:20]1[CH:24]=[CH:23][CH:22]=[N:21]1.C(=O)([O-])[O-].[K+].[K+].CN[C@@H]1CCCC[C@H]1NC, predict the reaction product. The product is: [CH3:19][N:5]1[C:6]([CH2:7][CH2:8][C:9]2[CH:14]=[CH:13][C:12]([C:15]([F:18])([F:17])[F:16])=[CH:11][CH:10]=2)=[C:2]([N:20]2[CH:24]=[CH:23][CH:22]=[N:21]2)[CH:3]=[N:4]1. (3) Given the reactants [C:1]([C:9]1[CH:13]=[CH:12][S:11][C:10]=1[C:14]([OH:16])=O)(=O)[C:2]1[CH:7]=[CH:6][CH:5]=[CH:4][CH:3]=1.O.[NH2:18][NH2:19], predict the reaction product. The product is: [C:2]1([C:1]2[C:9]3[CH:13]=[CH:12][S:11][C:10]=3[C:14](=[O:16])[NH:18][N:19]=2)[CH:7]=[CH:6][CH:5]=[CH:4][CH:3]=1. (4) Given the reactants [OH:1][C@@:2]1([CH2:22][O:23][CH3:24])[CH2:7][CH2:6][CH2:5][CH2:4][C@H:3]1[N:8]1[C:12]([C:13]2[CH:18]=[CH:17][CH:16]=[CH:15][CH:14]=2)=[C:11]([C:19](O)=[O:20])[N:10]=[CH:9]1.Cl.Cl.[CH2:27]([N:34]1[CH2:39][CH2:38][NH:37][C@H:36](/[CH:40]=[CH:41]/[C:42]2[CH:47]=[CH:46][CH:45]=[CH:44][N:43]=2)[CH2:35]1)[C:28]1[CH:33]=[CH:32][CH:31]=[CH:30][CH:29]=1.CCN=C=NCCCN(C)C.Cl.C1C=CC2N(O)N=NC=2C=1.C(=O)([O-])O.[Na+], predict the reaction product. The product is: [CH2:27]([N:34]1[CH2:39][CH2:38][N:37]([C:19]([C:11]2[N:10]=[CH:9][N:8]([C@@H:3]3[CH2:4][CH2:5][CH2:6][CH2:7][C@:2]3([CH2:22][O:23][CH3:24])[OH:1])[C:12]=2[C:13]2[CH:18]=[CH:17][CH:16]=[CH:15][CH:14]=2)=[O:20])[CH:36](/[CH:40]=[CH:41]/[C:42]2[CH:47]=[CH:46][CH:45]=[CH:44][N:43]=2)[CH2:35]1)[C:28]1[CH:29]=[CH:30][CH:31]=[CH:32][CH:33]=1. (5) The product is: [Cl:1][C:2]1[CH:7]=[C:6]([C:8]2[N:9]=[C:10]([N:21]3[CH2:26][CH2:25][O:24][CH2:23][CH2:22]3)[C:11]3[C:17]([O:18][CH3:19])=[CH:16][N:15]=[CH:14][C:12]=3[N:13]=2)[CH:5]=[CH:4][N:3]=1. Given the reactants [Cl:1][C:2]1[CH:7]=[C:6]([C:8]2[N:9]=[C:10](O)[C:11]3[C:17]([O:18][CH3:19])=[CH:16][N:15]=[CH:14][C:12]=3[N:13]=2)[CH:5]=[CH:4][N:3]=1.[NH:21]1[CH2:26][CH2:25][O:24][CH2:23][CH2:22]1.C(OC(N1CCN(C2C3C(C4CC4)=CN=CC=3N=C(C3C=CN=C(Cl)C=3)N=2)CC1)=O)(C)(C)C, predict the reaction product. (6) Given the reactants C[N:2]1[C:7](=[O:8])[C:6]2=[C:9]([S:26][CH3:27])[N:10]([CH2:12][C:13]3[CH:18]=[CH:17][C:16]([C:19]4[CH:24]=[CH:23][CH:22]=[C:21]([F:25])[N:20]=4)=[CH:15][CH:14]=3)[N:11]=[C:5]2[N:4]2[C@H:28]3[CH2:33][CH2:32][CH2:31][C@H:29]3[N:30]=[C:3]12.P12(SP3(SP(SP(S3)(S1)=S)(=S)S2)=S)=S.N, predict the reaction product. The product is: [CH3:27][S:26][C:9]1[N:10]([CH2:12][C:13]2[CH:18]=[CH:17][C:16]([C:19]3[CH:24]=[CH:23][CH:22]=[C:21]([F:25])[N:20]=3)=[CH:15][CH:14]=2)[N:11]=[C:5]2[N:4]3[C@H:28]4[CH2:33][CH2:32][CH2:31][C@H:29]4[N:30]=[C:3]3[NH:2][C:7](=[O:8])[C:6]=12. (7) Given the reactants Cl[C:2]1[C:7]([C:8]#[N:9])=[C:6]([NH:10][C:11]2[CH:12]=[N:13][C:14]([S:17][CH3:18])=[CH:15][CH:16]=2)[N:5]=[CH:4][N:3]=1.C(=O)([O-])[O-].[K+].[K+].Cl.[CH:26]([C:29]1[N:33]=[C:32]([CH:34]2[CH2:39][CH2:38][NH:37][CH2:36][CH2:35]2)[O:31][N:30]=1)([CH3:28])[CH3:27].C(=O)(O)[O-].[Na+], predict the reaction product. The product is: [CH:26]([C:29]1[N:33]=[C:32]([CH:34]2[CH2:39][CH2:38][N:37]([C:2]3[C:7]([C:8]#[N:9])=[C:6]([NH:10][C:11]4[CH:12]=[N:13][C:14]([S:17][CH3:18])=[CH:15][CH:16]=4)[N:5]=[CH:4][N:3]=3)[CH2:36][CH2:35]2)[O:31][N:30]=1)([CH3:28])[CH3:27]. (8) Given the reactants Cl.[NH2:2][OH:3].C([O-])([O-])=O.[K+].[K+].O=[C:11]1[CH2:16][CH2:15][C:14]([NH:20][C:21]([C:23]2[C:32]([NH:33][C:34]([NH:36][C:37]3[C:42]([CH3:43])=[CH:41][C:40]([CH3:44])=[CH:39][C:38]=3[CH3:45])=[O:35])=[CH:31][C:30]3[C:25](=[CH:26][CH:27]=[CH:28][CH:29]=3)[CH:24]=2)=[O:22])([C:17]([OH:19])=[O:18])[CH2:13][CH2:12]1, predict the reaction product. The product is: [OH:3][N:2]=[C:11]1[CH2:12][CH2:13][C:14]([NH:20][C:21]([C:23]2[C:32]([NH:33][C:34]([NH:36][C:37]3[C:38]([CH3:45])=[CH:39][C:40]([CH3:44])=[CH:41][C:42]=3[CH3:43])=[O:35])=[CH:31][C:30]3[C:25](=[CH:26][CH:27]=[CH:28][CH:29]=3)[CH:24]=2)=[O:22])([C:17]([OH:19])=[O:18])[CH2:15][CH2:16]1.